This data is from Full USPTO retrosynthesis dataset with 1.9M reactions from patents (1976-2016). The task is: Predict the reactants needed to synthesize the given product. (1) The reactants are: [F:1][C:2]1[C:7]([C:8]2[CH2:13][CH2:12][N:11]([C:14](=[O:16])[CH3:15])[CH2:10][CH:9]=2)=[CH:6][CH:5]=[CH:4][N:3]=1.CC1C=C2N=C3C(=NC(NC3=O)=O)N(C[C@H](O)[C@H](O)[C@H](O)CO)C2=CC=1C.C(O)(=O)C. Given the product [F:1][C:2]1[C:7]([CH:8]2[CH2:9][CH2:10][N:11]([C:14](=[O:16])[CH3:15])[CH2:12][CH2:13]2)=[CH:6][CH:5]=[CH:4][N:3]=1, predict the reactants needed to synthesize it. (2) Given the product [C:1]([O:5][C:6]([NH:8][C:9]1[CH2:10][C:11]([C:24](=[O:32])[N:25]([CH2:29][CH2:30][CH3:31])[CH2:26][CH2:27][CH3:28])=[CH:12][C:13]2[CH:19]=[CH:18][C:17]([C:20]([OH:22])=[O:21])=[CH:16][C:14]=2[N:15]=1)=[O:7])([CH3:3])([CH3:4])[CH3:2], predict the reactants needed to synthesize it. The reactants are: [C:1]([O:5][C:6]([NH:8][C:9]1[CH2:10][C:11]([C:24](=[O:32])[N:25]([CH2:29][CH2:30][CH3:31])[CH2:26][CH2:27][CH3:28])=[CH:12][C:13]2[CH:19]=[CH:18][C:17]([C:20]([O:22]C)=[O:21])=[CH:16][C:14]=2[N:15]=1)=[O:7])([CH3:4])([CH3:3])[CH3:2].[Li+].[OH-].C(O)(=O)CC(CC(O)=O)(C(O)=O)O. (3) Given the product [ClH:53].[ClH:53].[NH2:8][CH2:9][C:10]([O:12][CH2:13][CH:14]([C:16]1[CH:17]=[N:18][C:19]([C:22]2[NH:23][C:24]([CH:27]([C:35]3[CH:40]=[CH:39][C:38]([S:41]([CH:44]4[CH2:46][CH2:45]4)(=[O:42])=[O:43])=[CH:37][CH:36]=3)[CH2:28][CH:29]3[CH2:30][CH2:31][O:32][CH2:33][CH2:34]3)=[CH:25][CH:26]=2)=[CH:20][CH:21]=1)[OH:15])=[O:11], predict the reactants needed to synthesize it. The reactants are: C(OC([NH:8][CH2:9][C:10]([O:12][CH2:13][CH:14]([C:16]1[CH:17]=[N:18][C:19]([C:22]2[NH:23][C:24]([CH:27]([C:35]3[CH:40]=[CH:39][C:38]([S:41]([CH:44]4[CH2:46][CH2:45]4)(=[O:43])=[O:42])=[CH:37][CH:36]=3)[CH2:28][CH:29]3[CH2:34][CH2:33][O:32][CH2:31][CH2:30]3)=[CH:25][CH:26]=2)=[CH:20][CH:21]=1)[OH:15])=[O:11])=O)(C)(C)C.C(OCC)(=O)C.[ClH:53].